Dataset: NCI-60 drug combinations with 297,098 pairs across 59 cell lines. Task: Regression. Given two drug SMILES strings and cell line genomic features, predict the synergy score measuring deviation from expected non-interaction effect. (1) Drug 1: CC12CCC(CC1=CCC3C2CCC4(C3CC=C4C5=CN=CC=C5)C)O. Drug 2: CC1=C(C(=CC=C1)Cl)NC(=O)C2=CN=C(S2)NC3=CC(=NC(=N3)C)N4CCN(CC4)CCO. Cell line: SK-OV-3. Synergy scores: CSS=28.2, Synergy_ZIP=5.43, Synergy_Bliss=11.0, Synergy_Loewe=-0.0842, Synergy_HSA=10.9. (2) Drug 1: C1CN1C2=NC(=NC(=N2)N3CC3)N4CC4. Drug 2: C1=CC(=CC=C1CCCC(=O)O)N(CCCl)CCCl. Cell line: SF-539. Synergy scores: CSS=46.5, Synergy_ZIP=-0.696, Synergy_Bliss=0.546, Synergy_Loewe=-19.2, Synergy_HSA=1.41. (3) Drug 1: CCN(CC)CCCC(C)NC1=C2C=C(C=CC2=NC3=C1C=CC(=C3)Cl)OC. Drug 2: C1C(C(OC1N2C=NC(=NC2=O)N)CO)O. Cell line: CAKI-1. Synergy scores: CSS=8.58, Synergy_ZIP=-3.77, Synergy_Bliss=5.30, Synergy_Loewe=-0.997, Synergy_HSA=2.48. (4) Synergy scores: CSS=42.5, Synergy_ZIP=-0.985, Synergy_Bliss=-1.04, Synergy_Loewe=-2.62, Synergy_HSA=1.95. Drug 2: C1=CC=C(C=C1)NC(=O)CCCCCCC(=O)NO. Drug 1: C1=C(C(=O)NC(=O)N1)F. Cell line: T-47D. (5) Drug 1: CS(=O)(=O)C1=CC(=C(C=C1)C(=O)NC2=CC(=C(C=C2)Cl)C3=CC=CC=N3)Cl. Drug 2: CC(CN1CC(=O)NC(=O)C1)N2CC(=O)NC(=O)C2. Cell line: MOLT-4. Synergy scores: CSS=49.7, Synergy_ZIP=-1.60, Synergy_Bliss=-1.56, Synergy_Loewe=-12.8, Synergy_HSA=-1.06.